From a dataset of TCR-epitope binding with 47,182 pairs between 192 epitopes and 23,139 TCRs. Binary Classification. Given a T-cell receptor sequence (or CDR3 region) and an epitope sequence, predict whether binding occurs between them. The epitope is SEETGTLIV. The TCR CDR3 sequence is CSVDEQGTGELFF. Result: 0 (the TCR does not bind to the epitope).